Dataset: NCI-60 drug combinations with 297,098 pairs across 59 cell lines. Task: Regression. Given two drug SMILES strings and cell line genomic features, predict the synergy score measuring deviation from expected non-interaction effect. (1) Drug 1: C1=CC(=CC=C1C#N)C(C2=CC=C(C=C2)C#N)N3C=NC=N3. Drug 2: CCC(=C(C1=CC=CC=C1)C2=CC=C(C=C2)OCCN(C)C)C3=CC=CC=C3.C(C(=O)O)C(CC(=O)O)(C(=O)O)O. Cell line: MALME-3M. Synergy scores: CSS=-10.9, Synergy_ZIP=5.01, Synergy_Bliss=0.154, Synergy_Loewe=-12.6, Synergy_HSA=-10.8. (2) Drug 1: C1CC(C1)(C(=O)O)C(=O)O.[NH2-].[NH2-].[Pt+2]. Drug 2: CN1C(=O)N2C=NC(=C2N=N1)C(=O)N. Cell line: EKVX. Synergy scores: CSS=-6.83, Synergy_ZIP=1.74, Synergy_Bliss=-3.45, Synergy_Loewe=-2.59, Synergy_HSA=-6.67. (3) Drug 1: CC(C)(C#N)C1=CC(=CC(=C1)CN2C=NC=N2)C(C)(C)C#N. Drug 2: CC1CCC2CC(C(=CC=CC=CC(CC(C(=O)C(C(C(=CC(C(=O)CC(OC(=O)C3CCCCN3C(=O)C(=O)C1(O2)O)C(C)CC4CCC(C(C4)OC)O)C)C)O)OC)C)C)C)OC. Cell line: HCC-2998. Synergy scores: CSS=-3.89, Synergy_ZIP=1.25, Synergy_Bliss=-1.71, Synergy_Loewe=-7.46, Synergy_HSA=-6.46. (4) Drug 1: CC(CN1CC(=O)NC(=O)C1)N2CC(=O)NC(=O)C2. Drug 2: CN(C)N=NC1=C(NC=N1)C(=O)N. Cell line: K-562. Synergy scores: CSS=33.5, Synergy_ZIP=6.23, Synergy_Bliss=7.51, Synergy_Loewe=5.27, Synergy_HSA=8.93. (5) Drug 1: CC1OCC2C(O1)C(C(C(O2)OC3C4COC(=O)C4C(C5=CC6=C(C=C35)OCO6)C7=CC(=C(C(=C7)OC)O)OC)O)O. Drug 2: C(=O)(N)NO. Cell line: NCI-H322M. Synergy scores: CSS=-3.30, Synergy_ZIP=-1.43, Synergy_Bliss=-6.64, Synergy_Loewe=-14.6, Synergy_HSA=-7.91. (6) Drug 1: C1C(C(OC1N2C=NC3=C(N=C(N=C32)Cl)N)CO)O. Drug 2: CC=C1C(=O)NC(C(=O)OC2CC(=O)NC(C(=O)NC(CSSCCC=C2)C(=O)N1)C(C)C)C(C)C. Cell line: ACHN. Synergy scores: CSS=58.0, Synergy_ZIP=-3.75, Synergy_Bliss=0.800, Synergy_Loewe=1.00, Synergy_HSA=3.84.